This data is from Retrosynthesis with 50K atom-mapped reactions and 10 reaction types from USPTO. The task is: Predict the reactants needed to synthesize the given product. (1) Given the product CC1Cc2c(ccc(F)c2N2CCOCC2)N1, predict the reactants needed to synthesize it. The reactants are: Cc1cc2c(N3CCOCC3)c(F)ccc2[nH]1. (2) Given the product C[C@H](CN(C)C(=O)C(C)(C)O)Oc1cccc2ncnc(Nc3ccc(OCc4ccccn4)c(Cl)c3)c12, predict the reactants needed to synthesize it. The reactants are: CC(C)(O)C(=O)O.CNC[C@@H](C)Oc1cccc2ncnc(Nc3ccc(OCc4ccccn4)c(Cl)c3)c12. (3) Given the product COc1cc(Nc2ncnc(-n3c(Nc4cccc(C(N)=O)c4)nc4ccccc43)n2)cc(OC)c1OC, predict the reactants needed to synthesize it. The reactants are: COc1cc(Nc2ncnc(-n3c(Cl)nc4ccccc43)n2)cc(OC)c1OC.NC(=O)c1cccc(N)c1. (4) The reactants are: COc1cccc(C=C2NC(=O)CN(C(C)=O)C2=O)c1OC. Given the product COc1cccc(CC2NC(=O)CN(C(C)=O)C2=O)c1OC, predict the reactants needed to synthesize it. (5) Given the product CO[C@H](CNC(=O)OCc1ccccc1)c1ccc(O)cc1, predict the reactants needed to synthesize it. The reactants are: CO[C@H](CNC(=O)OCc1ccccc1)c1ccc(OC(C)=O)cc1. (6) Given the product CCc1cc(-c2ccc(S(=O)(=O)NCc3ccc(C)o3)s2)c(C)[nH]c1=O, predict the reactants needed to synthesize it. The reactants are: CCc1cc(-c2ccc(S(=O)(=O)Cl)s2)c(C)[nH]c1=O.Cc1ccc(CN)o1.